This data is from Full USPTO retrosynthesis dataset with 1.9M reactions from patents (1976-2016). The task is: Predict the reactants needed to synthesize the given product. Given the product [CH3:1][C:2]1[C:3]([CH:8]2[CH2:14][CH:13]=[CH:12][CH2:11][CH:10]([C:15]3[C:20]([CH3:21])=[CH:19][CH:18]=[CH:17][N:16]=3)[N:9]2[CH2:23][CH2:24][CH2:25][CH2:26][N:27]2[C:35](=[O:36])[C:34]3[C:29](=[CH:30][CH:31]=[CH:32][CH:33]=3)[C:28]2=[O:37])=[N:4][CH:5]=[CH:6][CH:7]=1, predict the reactants needed to synthesize it. The reactants are: [CH3:1][C:2]1[C:3]([CH:8]2[CH2:14][CH:13]=[CH:12][CH2:11][CH:10]([C:15]3[C:20]([CH3:21])=[CH:19][CH:18]=[CH:17][N:16]=3)[NH:9]2)=[N:4][CH:5]=[CH:6][CH:7]=1.Br[CH2:23][CH2:24][CH2:25][CH2:26][N:27]1[C:35](=[O:36])[C:34]2[C:29](=[CH:30][CH:31]=[CH:32][CH:33]=2)[C:28]1=[O:37].CCN(C(C)C)C(C)C.